From a dataset of Experimental lipophilicity measurements (octanol/water distribution) for 4,200 compounds from AstraZeneca. Regression/Classification. Given a drug SMILES string, predict its absorption, distribution, metabolism, or excretion properties. Task type varies by dataset: regression for continuous measurements (e.g., permeability, clearance, half-life) or binary classification for categorical outcomes (e.g., BBB penetration, CYP inhibition). For this dataset (lipophilicity_astrazeneca), we predict Y. The molecule is C=C[C@H]1CN2CC[C@H]1C[C@@H]2[C@@H](O)c1ccnc2ccc(OC)cc12. The Y is 2.21 logD.